From a dataset of Full USPTO retrosynthesis dataset with 1.9M reactions from patents (1976-2016). Predict the reactants needed to synthesize the given product. (1) Given the product [CH2:14]([N:12]1[CH:13]=[C:9]([NH:8][C:6]2[C:5]([N+:16]([O-:18])=[O:17])=[CH:4][N:3]=[C:2]([NH:30][C:28]3[CH:27]=[N:26][N:25]([CH:22]4[CH2:23][CH2:24][O:19][CH2:20][CH2:21]4)[CH:29]=3)[N:7]=2)[CH:10]=[N:11]1)[CH3:15], predict the reactants needed to synthesize it. The reactants are: Cl[C:2]1[N:7]=[C:6]([NH:8][C:9]2[CH:10]=[N:11][N:12]([CH2:14][CH3:15])[CH:13]=2)[C:5]([N+:16]([O-:18])=[O:17])=[CH:4][N:3]=1.[O:19]1[CH2:24][CH2:23][CH:22]([N:25]2[CH:29]=[C:28]([NH2:30])[CH:27]=[N:26]2)[CH2:21][CH2:20]1.CCN(C(C)C)C(C)C. (2) Given the product [Cl:1][C:2]1[C:3]([O:25][CH2:26][CH2:27][CH2:28][O:29][CH3:30])=[CH:4][C:5]2[CH2:14][CH:13]([CH:15]([CH3:16])[CH3:17])[N:12]3[C:7](=[CH:8][C:9](=[O:23])[C:10]([C:18]([O:20][CH2:21][CH3:22])=[O:19])=[CH:11]3)[C:6]=2[CH:24]=1, predict the reactants needed to synthesize it. The reactants are: [Cl:1][C:2]1[C:3]([O:25][CH2:26][CH2:27][CH2:28][O:29][CH3:30])=[CH:4][C:5]2[CH2:14][CH:13]([CH:15]([CH3:17])[CH3:16])[N:12]3[CH:7]([CH2:8][C:9](=[O:23])[C:10]([C:18]([O:20][CH2:21][CH3:22])=[O:19])=[CH:11]3)[C:6]=2[CH:24]=1.C1(Cl)C(=O)C(Cl)=C(Cl)C(=O)C=1Cl. (3) Given the product [F:1][C:2]1([F:26])[CH:12]2[NH:13][CH:8]([CH2:9][O:10][CH2:11]2)[C:7]2[CH:6]=[N:5][O:32][C:3]1=2, predict the reactants needed to synthesize it. The reactants are: [F:1][C:2]1([F:26])[CH:12]2[N:13](S(C3C=CC=CC=3[N+]([O-])=O)(=O)=O)[CH:8]([CH2:9][O:10][CH2:11]2)[C:7]2[CH:6]=[N:5]N[C:3]1=2.[Li+].[OH-].SCC(O)=[O:32]. (4) Given the product [C:11]([C:9]1[N:10]=[C:5]([NH:4][CH2:3][CH2:2][NH:1][S:25]([C:19]2[CH:24]=[CH:23][CH:22]=[CH:21][CH:20]=2)(=[O:27])=[O:26])[C:6]2[N:7]([C:15](=[O:18])[NH:16][N:17]=2)[CH:8]=1)([CH3:12])([CH3:13])[CH3:14], predict the reactants needed to synthesize it. The reactants are: [NH2:1][CH2:2][CH2:3][NH:4][C:5]1[C:6]2[N:7]([C:15](=[O:18])[NH:16][N:17]=2)[CH:8]=[C:9]([C:11]([CH3:14])([CH3:13])[CH3:12])[N:10]=1.[C:19]1([S:25](Cl)(=[O:27])=[O:26])[CH:24]=[CH:23][CH:22]=[CH:21][CH:20]=1.C(N(C(C)C)CC)(C)C.